This data is from Catalyst prediction with 721,799 reactions and 888 catalyst types from USPTO. The task is: Predict which catalyst facilitates the given reaction. (1) Reactant: [CH3:1][O:2][CH:3]1[CH2:10][CH:9]2[CH:5]([CH2:6][C:7](=O)[CH2:8]2)[CH2:4]1.Cl.[NH2:13][CH2:14][C:15]([N:17]1[CH2:21][CH2:20][CH2:19][CH:18]1[C:22]#[N:23])=[O:16].S([O-])([O-])(=O)=O.[Na+].[Na+].C(O[BH-](OC(=O)C)OC(=O)C)(=O)C.[Na+].C(=O)([O-])[O-].[Na+].[Na+]. Product: [CH3:1][O:2][CH:3]1[CH2:10][CH:9]2[CH:5]([CH2:6][CH:7]([NH:13][CH2:14][C:15]([N:17]3[CH2:21][CH2:20][CH2:19][CH:18]3[C:22]#[N:23])=[O:16])[CH2:8]2)[CH2:4]1. The catalyst class is: 7. (2) Reactant: [F:1][C:2]1[CH:3]=[CH:4][C:5]2[N:9]=[C:8]([C:10]([F:13])([F:12])[F:11])[N:7]([C:14]3[C:15]([CH3:22])=[C:16]([CH2:20]O)[CH:17]=[CH:18][CH:19]=3)[C:6]=2[C:23]=1[F:24].[Br:25]P(Br)Br.C(OCC)(=O)C. Product: [Br:25][CH2:20][C:16]1[C:15]([CH3:22])=[C:14]([N:7]2[C:6]3[C:23]([F:24])=[C:2]([F:1])[CH:3]=[CH:4][C:5]=3[N:9]=[C:8]2[C:10]([F:13])([F:12])[F:11])[CH:19]=[CH:18][CH:17]=1. The catalyst class is: 1. (3) Reactant: [S:1]1[C:5]2[CH:6]=[CH:7][CH:8]=[CH:9][C:4]=2[C:3]([CH:10]=[O:11])=[CH:2]1.[BH4-].[Na+]. Product: [S:1]1[C:5]2[CH:6]=[CH:7][CH:8]=[CH:9][C:4]=2[C:3]([CH2:10][OH:11])=[CH:2]1. The catalyst class is: 5. (4) Reactant: [C:1]([C:3]1[CH:11]=[CH:10][C:6]([C:7]([OH:9])=[O:8])=[CH:5][C:4]=1[O:12][CH2:13][CH2:14][CH2:15][O:16][CH3:17])#[CH:2]. Product: [CH2:1]([C:3]1[CH:11]=[CH:10][C:6]([C:7]([OH:9])=[O:8])=[CH:5][C:4]=1[O:12][CH2:13][CH2:14][CH2:15][O:16][CH3:17])[CH3:2]. The catalyst class is: 320.